From a dataset of Full USPTO retrosynthesis dataset with 1.9M reactions from patents (1976-2016). Predict the reactants needed to synthesize the given product. (1) Given the product [CH3:21][CH:22]([CH3:46])[CH2:23][N:24]([C:18]([C:10]1[N:11]=[C:12]2[CH:17]=[CH:16][CH:15]=[CH:14][N:13]2[C:9]=1[CH2:8][CH2:7][C:1]1[CH:2]=[CH:3][CH:4]=[CH:5][CH:6]=1)=[O:20])[C@H:25]1[CH2:30][C@@H:29]([C:31]([N:33]2[CH2:38][CH2:37][O:36][CH2:35][CH2:34]2)=[O:32])[CH2:28][N:27]([C:39]([O:41][C:42]([CH3:43])([CH3:45])[CH3:44])=[O:40])[CH2:26]1, predict the reactants needed to synthesize it. The reactants are: [C:1]1([CH2:7][CH2:8][C:9]2[N:13]3[CH:14]=[CH:15][CH:16]=[CH:17][C:12]3=[N:11][C:10]=2[C:18]([OH:20])=O)[CH:6]=[CH:5][CH:4]=[CH:3][CH:2]=1.[CH3:21][CH:22]([CH3:46])[CH2:23][NH:24][C@H:25]1[CH2:30][C@@H:29]([C:31]([N:33]2[CH2:38][CH2:37][O:36][CH2:35][CH2:34]2)=[O:32])[CH2:28][N:27]([C:39]([O:41][C:42]([CH3:45])([CH3:44])[CH3:43])=[O:40])[CH2:26]1.C(N(CC)C(C)C)(C)C.F[P-](F)(F)(F)(F)F.ClC(N(C)C)=[N+](C)C. (2) Given the product [Cl:8][C:5]1[CH:6]=[CH:7][C:2]([NH:1][S:28]([C:25]2[CH:24]=[CH:23][C:22]([O:21][CH:18]([CH3:20])[CH3:19])=[CH:27][CH:26]=2)(=[O:30])=[O:29])=[C:3]([C:9]([C:11]2[CH:12]=[N:13][C:14]([CH3:17])=[CH:15][CH:16]=2)=[O:10])[CH:4]=1, predict the reactants needed to synthesize it. The reactants are: [NH2:1][C:2]1[CH:7]=[CH:6][C:5]([Cl:8])=[CH:4][C:3]=1[C:9]([C:11]1[CH:12]=[N:13][C:14]([CH3:17])=[CH:15][CH:16]=1)=[O:10].[CH:18]([O:21][C:22]1[CH:27]=[CH:26][C:25]([S:28](Cl)(=[O:30])=[O:29])=[CH:24][CH:23]=1)([CH3:20])[CH3:19]. (3) Given the product [CH:1]([N:4]1[CH2:9][CH2:8][CH:7]([O:10][C:11]2[CH:19]=[CH:18][C:17]3[N:16]4[CH2:20][CH2:21][N:22]([CH2:33][C:32]5[CH:35]=[CH:36][C:29]([O:28][CH3:27])=[CH:30][CH:31]=5)[C:23](=[O:24])[C:15]4=[CH:14][C:13]=3[CH:12]=2)[CH2:6][CH2:5]1)([CH3:3])[CH3:2], predict the reactants needed to synthesize it. The reactants are: [CH:1]([N:4]1[CH2:9][CH2:8][CH:7]([O:10][C:11]2[CH:19]=[CH:18][C:17]3[N:16]4[CH2:20][CH2:21][NH:22][C:23](=[O:24])[C:15]4=[CH:14][C:13]=3[CH:12]=2)[CH2:6][CH2:5]1)([CH3:3])[CH3:2].[H-].[Na+].[CH3:27][O:28][C:29]1[CH:36]=[CH:35][C:32]([CH2:33]Cl)=[CH:31][CH:30]=1. (4) Given the product [CH3:17][C:18]1[NH:19][C:20]([CH3:40])=[CH:21][C:22]=1[C:23]1[CH:28]=[CH:27][CH:26]=[C:25]([C:29]2[C:38]3[C:33](=[CH:34][CH:35]=[CH:36][CH:37]=3)[C:32]([O:1][CH:2]3[CH2:7][CH2:6][N:5]([CH2:8][C:9]4[CH:14]=[CH:13][CH:12]=[CH:11][CH:10]=4)[CH2:4][CH2:3]3)=[CH:31][CH:30]=2)[N:24]=1, predict the reactants needed to synthesize it. The reactants are: [OH:1][CH:2]1[CH2:7][CH2:6][N:5]([CH2:8][C:9]2[CH:14]=[CH:13][CH:12]=[CH:11][CH:10]=2)[CH2:4][CH2:3]1.[H-].[Na+].[CH3:17][C:18]1[NH:19][C:20]([CH3:40])=[CH:21][C:22]=1[C:23]1[CH:28]=[CH:27][CH:26]=[C:25]([C:29]2[C:38]3[C:33](=[CH:34][CH:35]=[CH:36][CH:37]=3)[C:32](F)=[CH:31][CH:30]=2)[N:24]=1.O. (5) Given the product [CH3:1][O:2][C:3]1[C:4](=[O:34])[C:5]([CH3:33])=[C:6]([CH2:12][C:13]2[CH:14]=[CH:15][C:16]([OH:29])=[C:17]([CH:28]=2)[C:18]([NH:20][C:21]2[CH:26]=[CH:25][C:24]([F:27])=[CH:23][CH:22]=2)=[O:19])[C:7](=[O:11])[C:8]=1[O:9][CH3:10], predict the reactants needed to synthesize it. The reactants are: [CH3:1][O:2][C:3]1[C:4](=[O:34])[C:5]([CH3:33])=[C:6]([CH2:12][C:13]2[CH:14]=[CH:15][C:16]([O:29]C(=O)C)=[C:17]([CH:28]=2)[C:18]([NH:20][C:21]2[CH:26]=[CH:25][C:24]([F:27])=[CH:23][CH:22]=2)=[O:19])[C:7](=[O:11])[C:8]=1[O:9][CH3:10].C(=O)([O-])O.[Na+]. (6) Given the product [C:1]12([C:11]3[CH:16]=[C:15]4[C:14]([CH2:17][CH2:18][NH:19][CH2:24]4)=[CH:13][C:12]=3[O:20][CH:21]([CH3:23])[CH3:22])[CH2:2][CH:3]3[CH2:9][CH:7]([CH2:6][CH:5]([CH2:4]3)[CH2:10]1)[CH2:8]2, predict the reactants needed to synthesize it. The reactants are: [C:1]12([C:11]3[CH:16]=[CH:15][C:14]([CH2:17][CH2:18][NH2:19])=[CH:13][C:12]=3[O:20][CH:21]([CH3:23])[CH3:22])[CH2:10][CH:5]3[CH2:6][CH:7]([CH2:9][CH:3]([CH2:4]3)[CH2:2]1)[CH2:8]2.[CH:24](O)=O. (7) Given the product [F:22][C:23]1[CH:24]=[CH:25][C:26]([O:27][CH2:28][CH:29]2[CH2:30][CH2:31][N:32]([C:18](=[O:20])/[CH:17]=[CH:16]/[C:9]3[CH:8]=[C:7]4[C:12](=[N:11][CH:10]=3)[NH:13][C:14](=[O:15])[CH:5]([C:3]([O:2][CH3:1])=[O:4])[CH2:6]4)[CH2:33][CH2:34]2)=[CH:35][CH:36]=1, predict the reactants needed to synthesize it. The reactants are: [CH3:1][O:2][C:3]([CH:5]1[C:14](=[O:15])[NH:13][C:12]2[N:11]=[CH:10][C:9](/[CH:16]=[CH:17]/[C:18]([OH:20])=O)=[CH:8][C:7]=2[CH2:6]1)=[O:4].Cl.[F:22][C:23]1[CH:36]=[CH:35][C:26]([O:27][CH2:28][CH:29]2[CH2:34][CH2:33][NH:32][CH2:31][CH2:30]2)=[CH:25][CH:24]=1.CCN(C(C)C)C(C)C.CCN=C=NCCCN(C)C. (8) Given the product [C:58]([OH:78])(=[O:77])[CH2:59][CH2:60][CH2:61][CH2:62][CH2:63][CH2:64][CH2:65]/[CH:66]=[CH:67]\[CH2:68][CH2:69][CH2:71][CH2:72][CH2:73][CH2:74][CH2:75][CH3:76].[OH:17][CH2:18][CH:19]([CH2:38][OH:39])[OH:20].[OH:17][CH2:18][CH:19]([CH2:38][OH:39])[OH:20].[OH:17][CH2:18][CH:19]([CH2:38][OH:39])[OH:20].[OH:17][CH2:18][CH:19]([CH2:38][OH:39])[OH:20].[OH:17][CH2:18][CH:19]([CH2:38][OH:39])[OH:20].[OH:17][CH2:18][CH:19]([CH2:38][OH:39])[OH:20].[OH:17][CH2:18][CH:19]([CH2:38][OH:39])[OH:20].[OH:17][CH2:18][CH:19]([CH2:38][OH:39])[OH:20].[OH:17][CH2:18][CH:19]([CH2:38][OH:39])[OH:20].[OH:17][CH2:18][CH:19]([CH2:38][OH:39])[OH:20], predict the reactants needed to synthesize it. The reactants are: CCCCCCCCCCCCCCCC(=O)[O:17][CH2:18][CH:19]([CH2:38][O:39]C(=O)CCCCCCCCCCCCCCC)[O:20]C(=O)CCCCCCCCCCCCCCC.[C:58]([O-:78])(=[O:77])[CH2:59][CH2:60][CH2:61][CH2:62][CH2:63][CH2:64][CH2:65]/[CH:66]=[CH:67]\[CH2:68][C@@H:69]([CH2:71][CH2:72][CH2:73][CH2:74][CH2:75][CH3:76])O.